This data is from Reaction yield outcomes from USPTO patents with 853,638 reactions. The task is: Predict the reaction yield, written as a fraction of the theoretical maximum amount of product (1.0 means a 100% yield; for example, 0.34 means a 34% yield). (1) The reactants are Cl.Cl.[NH:3]1[CH2:6][CH:5]([C:7]2[C:8]([O:28][CH3:29])=[C:9]([CH:15]([N:17]3[C:21]4=[N:22][CH:23]=[N:24][C:25]([NH2:26])=[C:20]4[C:19]([CH3:27])=[N:18]3)[CH3:16])[CH:10]=[C:11]([Cl:14])[C:12]=2[CH3:13])[CH2:4]1.C(N(CC)CC)C.Br[C@@H:38]([CH3:43])[C:39]([O:41][CH3:42])=[O:40]. The catalyst is C(#N)C. The product is [NH2:26][C:25]1[N:24]=[CH:23][N:22]=[C:21]2[N:17]([CH:15]([C:9]3[C:8]([O:28][CH3:29])=[C:7]([CH:5]4[CH2:4][N:3]([C@H:38]([CH3:43])[C:39]([O:41][CH3:42])=[O:40])[CH2:6]4)[C:12]([CH3:13])=[C:11]([Cl:14])[CH:10]=3)[CH3:16])[N:18]=[C:19]([CH3:27])[C:20]=12. The yield is 0.280. (2) The yield is 0.410. The catalyst is C(O)(=O)C. The product is [CH2:1]([C:5]1[N:6]([CH2:10][C:11]2[CH:16]=[CH:15][CH:14]=[CH:13][C:12]=2[Cl:17])[C:7]([CH2:20][OH:22])=[CH:8][N:9]=1)[CH2:2][CH2:3][CH3:4]. The reactants are [CH2:1]([C:5]1[N:6]([CH2:10][C:11]2[CH:16]=[CH:15][CH:14]=[CH:13][C:12]=2[Cl:17])[CH:7]=[CH:8][N:9]=1)[CH2:2][CH2:3][CH3:4].C=O.[C:20]([O-])(=[O:22])C.[Na+]. (3) The reactants are C(N)C1C=CC=CC=1.[F:9][C:10]1[CH:11]=[C:12]([CH:15]=[CH:16][CH:17]=1)[CH2:13][NH2:14].[CH2:18]([N:25]1[CH2:29][CH2:28][N:27]([C:30]2[S:31][C:32]([C:36](O)=[O:37])=[C:33]([CH3:35])[N:34]=2)[C:26]1=[O:39])[C:19]1[CH:24]=[CH:23][CH:22]=[CH:21][CH:20]=1. No catalyst specified. The product is [CH2:18]([N:25]1[CH2:29][CH2:28][N:27]([C:30]2[S:31][C:32]([C:36]([NH:14][CH2:13][C:12]3[CH:15]=[CH:16][CH:17]=[C:10]([F:9])[CH:11]=3)=[O:37])=[C:33]([CH3:35])[N:34]=2)[C:26]1=[O:39])[C:19]1[CH:24]=[CH:23][CH:22]=[CH:21][CH:20]=1. The yield is 0.140. (4) The reactants are [NH:1]1[C:9]2[C:4](=[CH:5][CH:6]=[C:7]([CH:10]=[O:11])[CH:8]=2)[CH:3]=[CH:2]1.[C:12](O[C:12]([O:14][C:15]([CH3:18])([CH3:17])[CH3:16])=[O:13])([O:14][C:15]([CH3:18])([CH3:17])[CH3:16])=[O:13]. The catalyst is ClCCl.C(OCC)(=O)C. The product is [C:15]([O:14][C:12]([N:1]1[C:9]2[C:4](=[CH:5][CH:6]=[C:7]([CH:10]=[O:11])[CH:8]=2)[CH:3]=[CH:2]1)=[O:13])([CH3:18])([CH3:17])[CH3:16]. The yield is 1.06. (5) The product is [CH2:17]([N:12]1[CH:13]=[C:8]([F:7])[CH:9]=[C:10]([CH:15]=[O:16])[C:11]1=[O:14])[CH3:18]. The reactants are C([O-])([O-])=O.[K+].[K+].[F:7][C:8]1[CH:9]=[C:10]([CH:15]=[O:16])[C:11](=[O:14])[NH:12][CH:13]=1.[CH2:17](I)[CH3:18]. The catalyst is COCCOC. The yield is 0.490. (6) The reactants are [CH:1]12[N:8]([C:9]([C:11]3[S:12][CH:13]=[C:14](Br)[N:15]=3)=[O:10])[CH:5]([CH2:6][CH2:7]1)[CH2:4][O:3][CH2:2]2.C(O)C.[Cl:20][C:21]1[CH:26]=[CH:25][C:24](B(O)O)=[CH:23][CH:22]=1.C(=O)([O-])[O-].[K+].[K+]. The catalyst is C1(C)C=CC=CC=1.C1C=CC([P]([Pd]([P](C2C=CC=CC=2)(C2C=CC=CC=2)C2C=CC=CC=2)([P](C2C=CC=CC=2)(C2C=CC=CC=2)C2C=CC=CC=2)[P](C2C=CC=CC=2)(C2C=CC=CC=2)C2C=CC=CC=2)(C2C=CC=CC=2)C2C=CC=CC=2)=CC=1. The product is [CH:1]12[N:8]([C:9]([C:11]3[S:12][CH:13]=[C:14]([C:24]4[CH:25]=[CH:26][C:21]([Cl:20])=[CH:22][CH:23]=4)[N:15]=3)=[O:10])[CH:5]([CH2:6][CH2:7]1)[CH2:4][O:3][CH2:2]2. The yield is 0.517. (7) The reactants are CO[C:3]([C:5]1[NH:6][C:7]2[C:12]([CH:13]=1)=[CH:11][CH:10]=[C:9]([N+:14]([O-:16])=[O:15])[CH:8]=2)=[O:4].[NH2:17][CH2:18][CH2:19][CH2:20][NH2:21].[C:22]([O:26][C:27](=[O:46])NCCNC(C1NC2C(C=1)=CC=C([N+]([O-])=O)C=2)=O)([CH3:25])([CH3:24])[CH3:23]. No catalyst specified. The product is [C:22]([O:26][C:27](=[O:46])[NH:17][CH2:18][CH2:19][CH2:20][NH:21][C:3]([C:5]1[NH:6][C:7]2[C:12]([CH:13]=1)=[CH:11][CH:10]=[C:9]([N+:14]([O-:16])=[O:15])[CH:8]=2)=[O:4])([CH3:25])([CH3:24])[CH3:23]. The yield is 0.950.